This data is from Peptide-MHC class I binding affinity with 185,985 pairs from IEDB/IMGT. The task is: Regression. Given a peptide amino acid sequence and an MHC pseudo amino acid sequence, predict their binding affinity value. This is MHC class I binding data. The peptide sequence is GQRDTDVPY. The MHC is HLA-B15:02 with pseudo-sequence HLA-B15:02. The binding affinity (normalized) is 0.341.